From a dataset of Full USPTO retrosynthesis dataset with 1.9M reactions from patents (1976-2016). Predict the reactants needed to synthesize the given product. (1) The reactants are: [CH2:1]([OH:9])[CH2:2][C:3]1[CH:8]=[CH:7][CH:6]=[CH:5][CH:4]=1.[H-].[Na+].Cl[CH2:13][C:14]([OH:16])=[O:15].Cl. Given the product [CH2:1]([O:9][CH2:13][C:14]([OH:16])=[O:15])[CH2:2][C:3]1[CH:8]=[CH:7][CH:6]=[CH:5][CH:4]=1, predict the reactants needed to synthesize it. (2) The reactants are: [Cl:1][C:2]1[CH:3]=[CH:4][C:5]([OH:27])=[C:6]([C:8]2[CH:13]=[CH:12][N:11]=[C:10]([N:14]3[CH2:19][CH2:18][N:17]([C:20]([O:22][C:23]([CH3:26])([CH3:25])[CH3:24])=[O:21])[CH2:16][CH2:15]3)[CH:9]=2)[CH:7]=1.C(=O)([O-])[O-].[K+].[K+].[CH2:34](Br)[C:35]1[CH:40]=[CH:39][CH:38]=[CH:37][CH:36]=1. Given the product [CH2:34]([O:27][C:5]1[CH:4]=[CH:3][C:2]([Cl:1])=[CH:7][C:6]=1[C:8]1[CH:13]=[CH:12][N:11]=[C:10]([N:14]2[CH2:15][CH2:16][N:17]([C:20]([O:22][C:23]([CH3:24])([CH3:26])[CH3:25])=[O:21])[CH2:18][CH2:19]2)[CH:9]=1)[C:35]1[CH:40]=[CH:39][CH:38]=[CH:37][CH:36]=1, predict the reactants needed to synthesize it. (3) The reactants are: [O:1]=[C:2]1[NH:6][C@@H:5]([C:7]([OH:9])=[O:8])[CH2:4][CH2:3]1.O=S(Cl)Cl.[CH3:14]O. Given the product [O:1]=[C:2]1[NH:6][C@@H:5]([C:7]([O:9][CH3:14])=[O:8])[CH2:4][CH2:3]1, predict the reactants needed to synthesize it.